From a dataset of Forward reaction prediction with 1.9M reactions from USPTO patents (1976-2016). Predict the product of the given reaction. (1) The product is: [C:23]([C:27]1[CH:28]=[C:29]([CH:66]=[O:67])[C:30]([O:64][CH3:65])=[C:31]([NH:33][C:34]([C:36]2[CH:37]=[CH:38][C:39]([CH3:63])=[C:40]([CH:62]=2)[O:41][C:42]2[CH:47]=[CH:46][N:45]=[C:44]([CH2:48][CH:49]3[CH2:54][CH2:53][N:52]([C:55]([O:57][C:58]([CH3:59])([CH3:60])[CH3:61])=[O:56])[CH2:51][CH2:50]3)[CH:43]=2)=[O:35])[CH:32]=1)([CH3:24])([CH3:25])[CH3:26]. Given the reactants CC(OI1(OC(C)=O)(OC(C)=O)OC(=O)C2C1=CC=CC=2)=O.[C:23]([C:27]1[CH:28]=[C:29]([CH2:66][OH:67])[C:30]([O:64][CH3:65])=[C:31]([NH:33][C:34]([C:36]2[CH:37]=[CH:38][C:39]([CH3:63])=[C:40]([CH:62]=2)[O:41][C:42]2[CH:47]=[CH:46][N:45]=[C:44]([CH2:48][CH:49]3[CH2:54][CH2:53][N:52]([C:55]([O:57][C:58]([CH3:61])([CH3:60])[CH3:59])=[O:56])[CH2:51][CH2:50]3)[CH:43]=2)=[O:35])[CH:32]=1)([CH3:26])([CH3:25])[CH3:24], predict the reaction product. (2) Given the reactants C(O[C:4]1[C:5](=[O:18])[C:6](=[O:17])[C:7]=1[NH:8][C:9]1[CH:14]=[CH:13][C:12]([OH:15])=[C:11]([CH3:16])[CH:10]=1)C.[CH3:19][O:20][C:21]1[CH:22]=[C:23]([C@H:27]([NH2:29])[CH3:28])[CH:24]=[CH:25][CH:26]=1, predict the reaction product. The product is: [OH:15][C:12]1[CH:13]=[CH:14][C:9]([NH:8][C:7]2[C:6](=[O:17])[C:5](=[O:18])[C:4]=2[NH:29][CH:27]([C:23]2[CH:24]=[CH:25][CH:26]=[C:21]([O:20][CH3:19])[CH:22]=2)[CH3:28])=[CH:10][C:11]=1[CH3:16]. (3) Given the reactants [NH2:1][C:2]1[CH:11]=[C:10]([O:12][CH3:13])[C:9]([Br:14])=[CH:8][C:3]=1[C:4](OC)=[O:5].B, predict the reaction product. The product is: [NH2:1][C:2]1[CH:11]=[C:10]([O:12][CH3:13])[C:9]([Br:14])=[CH:8][C:3]=1[CH2:4][OH:5]. (4) Given the reactants [Cl:1][C:2]1[CH:3]=[C:4]([CH:6]=[CH:7][C:8]=1[C:9]1[N:13]([CH3:14])[N:12]=[N:11][N:10]=1)[NH2:5].[C:15](N1C=CN=C1)(N1C=CN=C1)=[S:16], predict the reaction product. The product is: [Cl:1][C:2]1[CH:3]=[C:4]([N:5]=[C:15]=[S:16])[CH:6]=[CH:7][C:8]=1[C:9]1[N:13]([CH3:14])[N:12]=[N:11][N:10]=1.